Dataset: Full USPTO retrosynthesis dataset with 1.9M reactions from patents (1976-2016). Task: Predict the reactants needed to synthesize the given product. (1) Given the product [CH3:1][O:2][C:3]1[CH:8]=[CH:7][C:6]([C:9]#[C:10][CH:11]([CH3:13])[CH3:12])=[C:5]([CH:4]=1)[NH2:14], predict the reactants needed to synthesize it. The reactants are: [CH3:1][O:2][C:3]1[CH:8]=[CH:7][C:6]([C:9]#[C:10][CH:11]([CH3:13])[CH3:12])=[C:5]([N+:14]([O-])=O)[CH:4]=1.Cl[Sn]Cl.[BH4-].[Na+]. (2) The reactants are: [Cl:1][C:2]1[CH:27]=[C:26]([O:28][CH3:29])[CH:25]=[CH:24][C:3]=1[O:4][C:5]1[CH:10]=[CH:9][CH:8]=[CH:7][C:6]=1[NH:11][S:12]([C:15]1[CH:23]=[CH:22][C:18]([C:19]([OH:21])=O)=[CH:17][CH:16]=1)(=[O:14])=[O:13].[N:30]1[CH:35]=[CH:34][CH:33]=[N:32][C:31]=1[N:36]1[CH2:41][CH2:40][N:39]([CH2:42][CH2:43][NH2:44])[CH2:38][CH2:37]1. Given the product [Cl:1][C:2]1[CH:27]=[C:26]([O:28][CH3:29])[CH:25]=[CH:24][C:3]=1[O:4][C:5]1[CH:10]=[CH:9][CH:8]=[CH:7][C:6]=1[NH:11][S:12]([C:15]1[CH:16]=[CH:17][C:18]([C:19]([NH:44][CH2:43][CH2:42][N:39]2[CH2:38][CH2:37][N:36]([C:31]3[N:30]=[CH:35][CH:34]=[CH:33][N:32]=3)[CH2:41][CH2:40]2)=[O:21])=[CH:22][CH:23]=1)(=[O:13])=[O:14], predict the reactants needed to synthesize it. (3) Given the product [Cl:16][C:17]1[CH:26]=[C:25]([N:27]([CH2:2][CH2:3][N:4]2[CH2:9][CH2:8][O:7][CH2:6][CH2:5]2)[S:28]([CH3:31])(=[O:30])=[O:29])[CH:24]=[CH:23][C:18]=1[C:19]([O:21][CH3:22])=[O:20], predict the reactants needed to synthesize it. The reactants are: Cl[CH2:2][CH2:3][N:4]1[CH2:9][CH2:8][O:7][CH2:6][CH2:5]1.C(=O)([O-])[O-].[Cs+].[Cs+].[Cl:16][C:17]1[CH:26]=[C:25]([NH:27][S:28]([CH3:31])(=[O:30])=[O:29])[CH:24]=[CH:23][C:18]=1[C:19]([O:21][CH3:22])=[O:20]. (4) Given the product [N:19]1([C:22]2[CH:27]=[C:26]([CH2:28][O:29][C:30]3[C:31]([O:59][CH3:60])=[CH:32][C:33]4[C:39](=[O:40])[N:38]5[CH2:41][CH2:42][CH2:43][C@H:37]5[CH:36]=[N:35][C:34]=4[CH:58]=3)[CH:25]=[C:24]([CH2:61][O:62][C:63]3[C:64]([O:92][CH3:93])=[CH:65][C:66]4[C:72](=[O:73])[N:71]5[CH2:74][CH2:75][CH2:76][C@H:70]5[CH:69]=[N:68][C:67]=4[CH:91]=3)[CH:23]=2)[CH2:20][CH2:21][NH:16][CH2:17][CH2:18]1, predict the reactants needed to synthesize it. The reactants are: C(O)(C(F)(F)F)=O.O.C(OC([N:16]1[CH2:21][CH2:20][N:19]([C:22]2[CH:23]=[C:24]([CH2:61][O:62][C:63]3[C:64]([O:92][CH3:93])=[CH:65][C:66]4[C:72](=[O:73])[N:71]5[CH2:74][CH2:75][CH2:76][C@H:70]5[C@H:69](OC5CCCCO5)[N:68](C(OC(C)(C)C)=O)[C:67]=4[CH:91]=3)[CH:25]=[C:26]([CH2:28][O:29][C:30]3[C:31]([O:59][CH3:60])=[CH:32][C:33]4[C:39](=[O:40])[N:38]5[CH2:41][CH2:42][CH2:43][C@H:37]5[C@H:36](OC5CCCCO5)[N:35](C(OC(C)(C)C)=O)[C:34]=4[CH:58]=3)[CH:27]=2)[CH2:18][CH2:17]1)=O)(C)(C)C.